From a dataset of Full USPTO retrosynthesis dataset with 1.9M reactions from patents (1976-2016). Predict the reactants needed to synthesize the given product. (1) Given the product [CH:19]1([C:2]2[CH:3]=[C:4]([CH:7]=[CH:8][C:9]=2[CH:10]2[N:15]3[CH:16]=[N:17][CH:18]=[C:14]3[CH2:13][CH2:12][CH2:11]2)[C:5]#[N:6])[CH2:21][CH2:20]1, predict the reactants needed to synthesize it. The reactants are: Br[C:2]1[CH:3]=[C:4]([CH:7]=[CH:8][C:9]=1[CH:10]1[N:15]2[CH:16]=[N:17][CH:18]=[C:14]2[CH2:13][CH2:12][CH2:11]1)[C:5]#[N:6].[CH2:19]1[CH2:21][CH2:20]1. (2) The reactants are: [C:1]([O:5][C:6]([NH:8][C:9]1[CH:18]=[CH:17][C:16]2[C:11](=[CH:12][CH:13]=[CH:14][CH:15]=2)[C:10]=1[C:19]1[C:20]([C:29]([OH:31])=[O:30])=[CH:21][CH:22]=[C:23]2[C:28]=1[CH:27]=[CH:26][CH:25]=[CH:24]2)=[O:7])([CH3:4])([CH3:3])[CH3:2].[H-].[Na+].[Cl-].[NH4+].[CH2:36]1COCC1. Given the product [C:1]([O:5][C:6]([N:8]([CH3:36])[C:9]1[CH:18]=[CH:17][C:16]2[C:11](=[CH:12][CH:13]=[CH:14][CH:15]=2)[C:10]=1[C:19]1[C:20]([C:29]([OH:31])=[O:30])=[CH:21][CH:22]=[C:23]2[C:28]=1[CH:27]=[CH:26][CH:25]=[CH:24]2)=[O:7])([CH3:4])([CH3:2])[CH3:3], predict the reactants needed to synthesize it. (3) Given the product [CH2:1]([N:3]1[C:11]2[C:6](=[CH:7][CH:8]=[CH:9][CH:10]=2)[C:5]([C:28]([C:21]2[C:22]3[C:27](=[CH:26][CH:25]=[CH:24][CH:23]=3)[C:18]([CH3:17])=[CH:19][CH:20]=2)=[O:29])=[C:4]1[CH3:12])[CH3:2], predict the reactants needed to synthesize it. The reactants are: [CH2:1]([N:3]1[C:11]2[C:6](=[CH:7][CH:8]=[CH:9][CH:10]=2)[CH:5]=[C:4]1[CH3:12])[CH3:2].[Cl-].C[Al+]C.[CH3:17][C:18]1[C:27]2[C:22](=[CH:23][CH:24]=[CH:25][CH:26]=2)[C:21]([C:28](Cl)=[O:29])=[CH:20][CH:19]=1.